Dataset: Full USPTO retrosynthesis dataset with 1.9M reactions from patents (1976-2016). Task: Predict the reactants needed to synthesize the given product. (1) Given the product [F:1][C:2]1[CH:38]=[CH:37][CH:36]=[CH:35][C:3]=1[CH2:4][N:5]1[CH:9]=[C:8]([C:10]2[C:18]3[C:13](=[N:14][CH:15]=[C:16]([C:19]4[CH:20]=[N:21][N:22]([CH3:24])[CH:23]=4)[CH:17]=3)[NH:12][CH:11]=2)[CH:7]=[N:6]1, predict the reactants needed to synthesize it. The reactants are: [F:1][C:2]1[CH:38]=[CH:37][CH:36]=[CH:35][C:3]=1[CH2:4][N:5]1[CH:9]=[C:8]([C:10]2[C:18]3[C:13](=[N:14][CH:15]=[C:16]([C:19]4[CH:20]=[N:21][N:22]([CH3:24])[CH:23]=4)[CH:17]=3)[N:12](S(C3C=CC(C)=CC=3)(=O)=O)[CH:11]=2)[CH:7]=[N:6]1.[OH-].[Li+]. (2) The reactants are: [CH3:1][N:2]([CH3:12])[C:3]1[CH:4]=[N:5][C:6]([N+:9]([O-])=O)=[CH:7][CH:8]=1. Given the product [CH3:1][N:2]([CH3:12])[C:3]1[CH:8]=[CH:7][C:6]([NH2:9])=[N:5][CH:4]=1, predict the reactants needed to synthesize it. (3) Given the product [CH3:1][O:2][C:3](=[O:13])[CH2:4][C:5]1[CH:10]=[C:9]([OH:11])[CH:8]=[C:7]([O:12][CH2:21][CH2:22][CH2:23][CH3:24])[CH:6]=1, predict the reactants needed to synthesize it. The reactants are: [CH3:1][O:2][C:3](=[O:13])[CH2:4][C:5]1[CH:10]=[C:9]([OH:11])[CH:8]=[C:7]([OH:12])[CH:6]=1.C(=O)([O-])[O-].[K+].[K+].I[CH2:21][CH2:22][CH2:23][CH3:24]. (4) Given the product [Br:1][C:2]1[C:3]([CH3:9])=[N:4][C:5]([NH:11][C@H:12]([C:14]2[C:15](=[O:25])[NH:16][C:17]3[C:22]([CH:23]=2)=[CH:21][C:20]([Cl:24])=[CH:19][CH:18]=3)[CH3:13])=[N:6][CH:7]=1, predict the reactants needed to synthesize it. The reactants are: [Br:1][C:2]1[C:3]([CH3:9])=[N:4][C:5](Cl)=[N:6][CH:7]=1.Cl.[NH2:11][C@H:12]([C:14]1[C:15](=[O:25])[NH:16][C:17]2[C:22]([CH:23]=1)=[CH:21][C:20]([Cl:24])=[CH:19][CH:18]=2)[CH3:13].CCN(C(C)C)C(C)C. (5) Given the product [CH3:1][O:2][C:3]([CH:4]1[NH:16][CH2:18][C:7]2[NH:8][C:9]3[N:10]=[CH:11][CH:12]=[C:13]([Cl:15])[C:14]=3[C:6]=2[CH2:5]1)=[O:17], predict the reactants needed to synthesize it. The reactants are: [CH3:1][O:2][C:3](=[O:17])[CH:4]([NH2:16])[CH2:5][C:6]1[C:14]2[C:9](=[N:10][CH:11]=[CH:12][C:13]=2[Cl:15])[NH:8][CH:7]=1.[CH2:18]=O. (6) Given the product [C:1]([O:4][C:5]1[CH:10]=[CH:9][C:8]([C:11](=[O:12])[NH:40][C:36]2[CH:37]=[CH:38][C:33]([C:30]3[CH:31]=[CH:32][C:27]([O:26][CH:23]4[CH2:24][CH2:25][N:20]([CH3:19])[CH2:21][CH2:22]4)=[CH:28][CH:29]=3)=[CH:34][CH:35]=2)=[CH:7][C:6]=1[CH2:14][CH:15]=[C:16]([CH3:18])[CH3:17])(=[O:3])[CH3:2], predict the reactants needed to synthesize it. The reactants are: [C:1]([O:4][C:5]1[CH:10]=[CH:9][C:8]([C:11](Cl)=[O:12])=[CH:7][C:6]=1[CH2:14][CH:15]=[C:16]([CH3:18])[CH3:17])(=[O:3])[CH3:2].[CH3:19][N:20]1[CH2:25][CH2:24][CH:23]([O:26][C:27]2[CH:32]=[CH:31][C:30]([C:33]3[CH:38]=[CH:37][CH:36]=[C:35](N)[CH:34]=3)=[CH:29][CH:28]=2)[CH2:22][CH2:21]1.[N:40]1C=CC=CC=1. (7) Given the product [F:20][C:13]1[CH:14]=[C:15]2[C:10](=[C:11]([CH3:21])[CH:12]=1)[NH:9][CH:8]([C:4]1[CH:3]=[C:2]([NH:22][C:23]3([C:26]([OH:28])=[O:27])[CH2:25][CH2:24]3)[CH:7]=[CH:6][CH:5]=1)[CH2:17][C:16]2([CH3:19])[CH3:18], predict the reactants needed to synthesize it. The reactants are: Br[C:2]1[CH:3]=[C:4]([CH:8]2[CH2:17][C:16]([CH3:19])([CH3:18])[C:15]3[C:10](=[C:11]([CH3:21])[CH:12]=[C:13]([F:20])[CH:14]=3)[NH:9]2)[CH:5]=[CH:6][CH:7]=1.[NH2:22][C:23]1([C:26]([OH:28])=[O:27])[CH2:25][CH2:24]1.C(=O)([O-])[O-].[K+].[K+]. (8) Given the product [F:11][C:12]1[CH:17]=[C:16]([CH2:18][C:25]([C:21]2[CH:20]=[N:19][CH:24]=[CH:23][CH:22]=2)=[O:26])[CH:15]=[CH:14][N:13]=1, predict the reactants needed to synthesize it. The reactants are: C[Si]([N-][Si](C)(C)C)(C)C.[Na+].[F:11][C:12]1[CH:17]=[C:16]([CH3:18])[CH:15]=[CH:14][N:13]=1.[N:19]1[CH:24]=[CH:23][CH:22]=[C:21]([C:25](OCC)=[O:26])[CH:20]=1.Cl.[OH-].[Na+].